This data is from Full USPTO retrosynthesis dataset with 1.9M reactions from patents (1976-2016). The task is: Predict the reactants needed to synthesize the given product. (1) Given the product [CH:14]([Cl:17])([Cl:16])[Cl:15].[CH3:1][OH:2].[S:10](=[O:11])(=[O:2])([OH:12])[OH:13], predict the reactants needed to synthesize it. The reactants are: [CH3:1][OH:2].CC1C=CC([S:10]([OH:13])(=[O:12])=[O:11])=CC=1.[CH:14]([Cl:17])([Cl:16])[Cl:15]. (2) Given the product [CH3:40][O:39][C:37](=[O:38])[CH2:36][NH:21][C:18]1[CH:17]=[CH:16][C:15]([CH2:14][N:12]2[CH:13]=[C:9]([C:3]3[CH:4]=[CH:5][C:6]([Cl:8])=[CH:7][C:2]=3[Cl:1])[N:10]=[C:11]2/[CH:22]=[CH:23]/[C:24]2[CH:29]=[CH:28][C:27]([C:30]([F:32])([F:31])[F:33])=[CH:26][C:25]=2[F:34])=[CH:20][CH:19]=1, predict the reactants needed to synthesize it. The reactants are: [Cl:1][C:2]1[CH:7]=[C:6]([Cl:8])[CH:5]=[CH:4][C:3]=1[C:9]1[N:10]=[C:11](/[CH:22]=[CH:23]/[C:24]2[CH:29]=[CH:28][C:27]([C:30]([F:33])([F:32])[F:31])=[CH:26][C:25]=2[F:34])[N:12]([CH2:14][C:15]2[CH:20]=[CH:19][C:18]([NH2:21])=[CH:17][CH:16]=2)[CH:13]=1.Br[CH2:36][C:37]([O:39][CH3:40])=[O:38]. (3) Given the product [CH3:1][CH:2]([S:4]([NH:7][CH:8]1[CH2:13][CH2:12][CH2:11][CH:10]=[C:9]1[C:14]1[CH:19]=[CH:18][C:17]([C:28]2[CH:33]=[CH:32][CH:31]=[CH:30][CH:29]=2)=[CH:16][CH:15]=1)(=[O:6])=[O:5])[CH3:3], predict the reactants needed to synthesize it. The reactants are: [CH3:1][CH:2]([S:4]([NH:7][CH:8]1[CH2:13][CH2:12][CH2:11][CH:10]=[C:9]1[C:14]1[CH:19]=[CH:18][C:17](OS(OC(F)(F)F)=O)=[CH:16][CH:15]=1)(=[O:6])=[O:5])[CH3:3].[C:28]1(Br)[CH:33]=[CH:32][CH:31]=[CH:30][CH:29]=1. (4) Given the product [Cl:31][C:32]1[CH:37]=[C:36]([N:11]2[C:12]3[C:17](=[CH:16][C:15]([C:19]([N:21]4[CH2:22][CH2:23][N:24]([CH:27]([CH3:28])[CH3:29])[CH2:25][CH2:26]4)=[O:20])=[CH:14][CH:13]=3)[CH:18]=[C:10]2[C:8]([N:5]2[CH2:6][CH2:7][C:2]([F:1])([F:30])[CH2:3][CH2:4]2)=[O:9])[CH:35]=[CH:34][CH:33]=1, predict the reactants needed to synthesize it. The reactants are: [F:1][C:2]1([F:30])[CH2:7][CH2:6][N:5]([C:8]([C:10]2[NH:11][C:12]3[C:17]([CH:18]=2)=[CH:16][C:15]([C:19]([N:21]2[CH2:26][CH2:25][N:24]([CH:27]([CH3:29])[CH3:28])[CH2:23][CH2:22]2)=[O:20])=[CH:14][CH:13]=3)=[O:9])[CH2:4][CH2:3]1.[Cl:31][C:32]1[CH:33]=[C:34](B(O)O)[CH:35]=[CH:36][CH:37]=1.N1C=CC=CC=1.